This data is from Forward reaction prediction with 1.9M reactions from USPTO patents (1976-2016). The task is: Predict the product of the given reaction. Given the reactants N1C2C=CC=CC=2N=C1C(O[C:13]1[CH:18]=[CH:17][C:16]([CH3:19])=[CH:15][CH:14]=1)=O.[C:20](=[O:23])([O-])[O-].[K+].[K+].ClCCBr.[N:30]12[CH2:40][CH2:39][CH2:38][N:37]=[C:36]1[CH2:35][CH2:34][CH2:33][CH2:32][CH2:31]2.Cl, predict the reaction product. The product is: [CH3:19][C:16]1[CH:17]=[CH:18][C:13]([C:20]([C:36]2[N:30]([CH:40]=[CH2:39])[C:31]3[CH:32]=[CH:33][CH:34]=[CH:35][C:38]=3[N:37]=2)=[O:23])=[CH:14][CH:15]=1.